Dataset: NCI-60 drug combinations with 297,098 pairs across 59 cell lines. Task: Regression. Given two drug SMILES strings and cell line genomic features, predict the synergy score measuring deviation from expected non-interaction effect. (1) Drug 1: CC1CCC2CC(C(=CC=CC=CC(CC(C(=O)C(C(C(=CC(C(=O)CC(OC(=O)C3CCCCN3C(=O)C(=O)C1(O2)O)C(C)CC4CCC(C(C4)OC)OCCO)C)C)O)OC)C)C)C)OC. Drug 2: C1CNP(=O)(OC1)N(CCCl)CCCl. Cell line: SR. Synergy scores: CSS=7.62, Synergy_ZIP=-3.86, Synergy_Bliss=-5.40, Synergy_Loewe=-81.3, Synergy_HSA=-4.56. (2) Drug 1: CNC(=O)C1=CC=CC=C1SC2=CC3=C(C=C2)C(=NN3)C=CC4=CC=CC=N4. Drug 2: CN(C)N=NC1=C(NC=N1)C(=O)N. Cell line: KM12. Synergy scores: CSS=15.0, Synergy_ZIP=-10.1, Synergy_Bliss=-9.55, Synergy_Loewe=-6.85, Synergy_HSA=-6.43. (3) Drug 1: C1=NC2=C(N=C(N=C2N1C3C(C(C(O3)CO)O)F)Cl)N. Drug 2: C1=CC=C(C=C1)NC(=O)CCCCCCC(=O)NO. Cell line: HCT-15. Synergy scores: CSS=6.30, Synergy_ZIP=-2.42, Synergy_Bliss=-2.52, Synergy_Loewe=-7.99, Synergy_HSA=-5.63. (4) Drug 1: CN1C2=C(C=C(C=C2)N(CCCl)CCCl)N=C1CCCC(=O)O.Cl. Drug 2: C1CNP(=O)(OC1)N(CCCl)CCCl. Cell line: SK-OV-3. Synergy scores: CSS=-0.0880, Synergy_ZIP=0.522, Synergy_Bliss=0.316, Synergy_Loewe=0.429, Synergy_HSA=-0.294. (5) Drug 2: CC1C(C(CC(O1)OC2CC(OC(C2O)C)OC3=CC4=CC5=C(C(=O)C(C(C5)C(C(=O)C(C(C)O)O)OC)OC6CC(C(C(O6)C)O)OC7CC(C(C(O7)C)O)OC8CC(C(C(O8)C)O)(C)O)C(=C4C(=C3C)O)O)O)O. Synergy scores: CSS=49.4, Synergy_ZIP=16.3, Synergy_Bliss=21.1, Synergy_Loewe=-1.94, Synergy_HSA=10.9. Cell line: MOLT-4. Drug 1: CCC(=C(C1=CC=CC=C1)C2=CC=C(C=C2)OCCN(C)C)C3=CC=CC=C3.C(C(=O)O)C(CC(=O)O)(C(=O)O)O. (6) Drug 1: C1=CC(=C2C(=C1NCCNCCO)C(=O)C3=C(C=CC(=C3C2=O)O)O)NCCNCCO. Drug 2: CC=C1C(=O)NC(C(=O)OC2CC(=O)NC(C(=O)NC(CSSCCC=C2)C(=O)N1)C(C)C)C(C)C. Cell line: CCRF-CEM. Synergy scores: CSS=48.4, Synergy_ZIP=-0.611, Synergy_Bliss=-2.08, Synergy_Loewe=-2.65, Synergy_HSA=-0.508. (7) Synergy scores: CSS=-2.45, Synergy_ZIP=2.06, Synergy_Bliss=1.27, Synergy_Loewe=4.98, Synergy_HSA=-3.26. Cell line: HCT-15. Drug 2: C(CC(=O)O)C(=O)CN.Cl. Drug 1: CC1CCC2CC(C(=CC=CC=CC(CC(C(=O)C(C(C(=CC(C(=O)CC(OC(=O)C3CCCCN3C(=O)C(=O)C1(O2)O)C(C)CC4CCC(C(C4)OC)OCCO)C)C)O)OC)C)C)C)OC.